This data is from Forward reaction prediction with 1.9M reactions from USPTO patents (1976-2016). The task is: Predict the product of the given reaction. (1) Given the reactants C(OC(=O)[NH:7][CH:8]([C:13]([N:15]1[CH2:19][CH:18]([O:20][C:21]2[C:30]3[C:25](=C(Cl)[CH:27]=[CH:28][CH:29]=3)[N:24]=[C:23]([O:32][CH2:33][CH:34]([O:37][CH3:38])[O:35][CH3:36])[CH:22]=2)[CH2:17][CH:16]1[C:39](=[O:57])[NH:40][C:41]1([C:46]([NH:48][S:49]([O:52][C:53]2([CH3:56])[CH2:55][CH2:54]2)(=[O:51])=[O:50])=[O:47])[CH2:43][CH:42]1[CH2:44][CH3:45])=[O:14])[C:9]([CH3:12])([CH3:11])[CH3:10])(C)(C)C.C(O)(C(F)(F)F)=O.[F:66][C:67]([F:85])([F:84])[C:68]([O:71][C:72](=[O:83])OC1C=CC([N+]([O-])=O)=CC=1)([CH3:70])[CH3:69].C(N(C(C)C)CC)(C)C.[CH2:95]([Cl:97])Cl, predict the reaction product. The product is: [F:85][C:67]([F:66])([F:84])[C:68]([O:71][C:72](=[O:83])[NH:7][CH:8]([C:13]([N:15]1[CH2:19][CH:18]([O:20][C:21]2[C:30]3[C:25](=[C:95]([Cl:97])[CH:27]=[CH:28][CH:29]=3)[N:24]=[C:23]([O:32][CH2:33][CH:34]([O:35][CH3:36])[O:37][CH3:38])[CH:22]=2)[CH2:17][CH:16]1[C:39](=[O:57])[NH:40][C:41]1([C:46]([NH:48][S:49]([O:52][C:53]2([CH3:56])[CH2:54][CH2:55]2)(=[O:50])=[O:51])=[O:47])[CH2:43][CH:42]1[CH2:44][CH3:45])=[O:14])[C:9]([CH3:10])([CH3:11])[CH3:12])([CH3:69])[CH3:70]. (2) Given the reactants [CH:1]([C:3]1[O:7][C:6]([C:8]2[CH:13]=[CH:12][C:11]([S:14]([NH2:17])(=[O:16])=[O:15])=[CH:10][CH:9]=2)=[CH:5][CH:4]=1)=O.[S:18]1[CH2:24][C:22](=[O:23])[NH:21][C:19]1=[S:20].N1CCCCC1, predict the reaction product. The product is: [O:23]=[C:22]1[C:24](=[CH:1][C:3]2[O:7][C:6]([C:8]3[CH:9]=[CH:10][C:11]([S:14]([NH2:17])(=[O:15])=[O:16])=[CH:12][CH:13]=3)=[CH:5][CH:4]=2)[S:18][C:19](=[S:20])[NH:21]1. (3) Given the reactants [CH3:1][C:2]([CH3:42])([CH2:34][CH2:35][N:36]1[CH2:41][CH2:40][O:39][CH2:38][CH2:37]1)[C:3]([C:5]1[C:13]2[C:8](=[N:9][CH:10]=[C:11]([C:14]3[CH:19]=[C:18]([O:20][CH3:21])[C:17]([O:22][CH3:23])=[C:16]([O:24][CH3:25])[CH:15]=3)[N:12]=2)[N:7](COCC[Si](C)(C)C)[CH:6]=1)=[O:4].O.O.O.C([O-])(=O)C.[Na+], predict the reaction product. The product is: [CH3:1][C:2]([CH3:42])([CH2:34][CH2:35][N:36]1[CH2:41][CH2:40][O:39][CH2:38][CH2:37]1)[C:3]([C:5]1[C:13]2[C:8](=[N:9][CH:10]=[C:11]([C:14]3[CH:19]=[C:18]([O:20][CH3:21])[C:17]([O:22][CH3:23])=[C:16]([O:24][CH3:25])[CH:15]=3)[N:12]=2)[NH:7][CH:6]=1)=[O:4]. (4) Given the reactants C([O:5][C:6]1[CH:37]=[CH:36][C:9]([CH2:10][CH:11]2[NH:20][C:19](=[O:21])[NH:18][CH:17]([CH2:22][C:23]3[CH:28]=[CH:27][C:26]([O:29]C(C)(C)C)=[CH:25][CH:24]=3)[CH:16]3[CH:12]2[O:13]C(C)(C)[O:15]3)=[CH:8][CH:7]=1)(C)(C)C.C(O)(C(F)(F)F)=O, predict the reaction product. The product is: [OH:13][CH:12]1[CH:16]([OH:15])[CH:17]([CH2:22][C:23]2[CH:24]=[CH:25][C:26]([OH:29])=[CH:27][CH:28]=2)[NH:18][C:19](=[O:21])[NH:20][CH:11]1[CH2:10][C:9]1[CH:8]=[CH:7][C:6]([OH:5])=[CH:37][CH:36]=1. (5) The product is: [CH:1]1([O:6][C:7](=[O:52])[C@@H:8]([NH:15][CH2:16][C:17]2[CH:22]=[CH:21][CH:20]=[C:19]([NH:23][CH2:24][C:25]3[CH:26]=[CH:27][C:28]4[CH:32]=[C:31]([C:33](=[O:43])[NH:34][OH:35])[S:30][C:29]=4[CH:44]=3)[CH:18]=2)[C:9]2[CH:14]=[CH:13][CH:12]=[CH:11][CH:10]=2)[CH2:5][CH2:4][CH2:3][CH2:2]1. Given the reactants [CH:1]1([O:6][C:7](=[O:52])[C@@H:8]([N:15](C(OC(C)(C)C)=O)[CH2:16][C:17]2[CH:22]=[CH:21][CH:20]=[C:19]([NH:23][CH2:24][C:25]3[CH:26]=[CH:27][C:28]4[CH:32]=[C:31]([C:33](=[O:43])[NH:34][O:35]C(OCC(C)C)C)[S:30][C:29]=4[CH:44]=3)[CH:18]=2)[C:9]2[CH:14]=[CH:13][CH:12]=[CH:11][CH:10]=2)[CH2:5][CH2:4][CH2:3][CH2:2]1.C(O)(C(F)(F)F)=O, predict the reaction product.